This data is from Full USPTO retrosynthesis dataset with 1.9M reactions from patents (1976-2016). The task is: Predict the reactants needed to synthesize the given product. (1) Given the product [Cl:19][C:14]1[CH:13]=[C:12]([C:10](=[O:11])[CH:9]=[CH:8][C:5]2[CH:4]=[C:3]3[C:2](=[CH:7][CH:6]=2)[NH:1][C:27]2[C:23]([C:24]([OH:26])=[O:25])=[CH:22][C:30]([N+:31]([O-:33])=[O:32])=[CH:29][C:28]=2[O:20]3)[CH:17]=[CH:16][C:15]=1[Cl:18], predict the reactants needed to synthesize it. The reactants are: [NH2:1][C:2]1[CH:7]=[CH:6][C:5]([CH2:8][CH2:9][CH:10]([C:12]2[CH:17]=[CH:16][C:15]([Cl:18])=[C:14]([Cl:19])[CH:13]=2)[OH:11])=[CH:4][C:3]=1[OH:20].Cl[C:22]1[C:30]([N+:31]([O-:33])=[O:32])=[CH:29][C:28]([N+]([O-])=O)=[CH:27][C:23]=1[C:24]([OH:26])=[O:25].C([O-])(=O)C.[Na+].[OH-].[Na+]. (2) Given the product [NH:1]([C:25]([O:27][C:28]([CH3:31])([CH3:30])[CH3:29])=[O:26])[CH2:2][C:3]([NH:5][CH2:6][C:7]([NH:9][C@H:10]([C:18]([NH:20][CH2:21][C:22]([NH:79][CH2:78][CH2:77][CH2:76][CH2:75][C:74]([O:73][CH2:66][C:67]1[CH:72]=[CH:71][CH:70]=[CH:69][CH:68]=1)=[O:80])=[O:23])=[O:19])[CH2:11][C:12]1[CH:13]=[CH:14][CH:15]=[CH:16][CH:17]=1)=[O:8])=[O:4], predict the reactants needed to synthesize it. The reactants are: [NH:1]([C:25]([O:27][C:28]([CH3:31])([CH3:30])[CH3:29])=[O:26])[CH2:2][C:3]([NH:5][CH2:6][C:7]([NH:9][C@H:10]([C:18]([NH:20][CH2:21][C:22](O)=[O:23])=[O:19])[CH2:11][C:12]1[CH:17]=[CH:16][CH:15]=[CH:14][CH:13]=1)=[O:8])=[O:4].ON1C(=O)CCC1=O.C1CCC(N=C=NC2CCCCC2)CC1.C1(C)C=CC(S(O)(=O)=O)=CC=1.[CH2:66]([O:73][C:74](=[O:80])[CH2:75][CH2:76][CH2:77][CH2:78][NH2:79])[C:67]1[CH:72]=[CH:71][CH:70]=[CH:69][CH:68]=1. (3) Given the product [F:13][C:12]([F:15])([F:14])[C:9]1[N:8]=[CH:7][C:6]([C:4](=[O:5])[CH3:17])=[CH:11][CH:10]=1, predict the reactants needed to synthesize it. The reactants are: CON(C)[C:4]([C:6]1[CH:7]=[N:8][C:9]([C:12]([F:15])([F:14])[F:13])=[CH:10][CH:11]=1)=[O:5].[CH3:17][Mg]Br.C([O-])(O)=O.[Na+]. (4) Given the product [C:22]([O:21][C:19](=[O:20])[CH2:18][C:8]([C:13]([OH:14])=[O:12])([C:9]([OH:17])=[O:10])[CH2:7][C:6]([O:5][C:1]([CH3:2])([CH3:3])[CH3:4])=[O:26])([CH3:23])([CH3:24])[CH3:25], predict the reactants needed to synthesize it. The reactants are: [C:1]([O:5][C:6](=[O:26])[CH2:7][C:8]1([CH2:18][C:19]([O:21][C:22]([CH3:25])([CH3:24])[CH3:23])=[O:20])[C:13](=[O:14])[O:12]C(C)(C)[O:10][C:9]1=[O:17])([CH3:4])([CH3:3])[CH3:2].O.[OH-].[Li+].